Dataset: Full USPTO retrosynthesis dataset with 1.9M reactions from patents (1976-2016). Task: Predict the reactants needed to synthesize the given product. (1) The reactants are: C([O:4][C@@H:5]1[C@H:9]([O:10]C(=O)C)[C@@H:8]([CH3:14])[O:7][C@H:6]1[N:15]1[CH:22]=[C:21]([F:23])[C:19]([NH2:20])=[N:18][C:16]1=[O:17])(=O)C.C(Cl)Cl.N1C=CC=CC=1.[CH2:33]([O:38][C:39](Cl)=[O:40])[CH2:34][CH2:35][CH2:36][CH3:37]. Given the product [CH3:37][CH2:36][CH2:35][CH2:34][CH2:33][O:38][C:39]([NH:20][C:19]1[C:21]([F:23])=[CH:22][N:15]([C@@H:6]2[O:7][C@H:8]([CH3:14])[C@@H:9]([OH:10])[C@H:5]2[OH:4])[C:16](=[O:17])[N:18]=1)=[O:40], predict the reactants needed to synthesize it. (2) The reactants are: Cl[C:2]1[N:7]=[CH:6][C:5]([Br:8])=[CH:4][N:3]=1.[OH:9][CH:10]1[CH2:15][CH2:14][N:13]([CH:16]2[CH2:20][CH2:19][CH2:18][CH2:17]2)[CH2:12][CH2:11]1. Given the product [CH:16]1([N:13]2[CH2:12][CH2:11][CH:10]([O:9][C:2]3[N:7]=[CH:6][C:5]([Br:8])=[CH:4][N:3]=3)[CH2:15][CH2:14]2)[CH2:20][CH2:19][CH2:18][CH2:17]1, predict the reactants needed to synthesize it. (3) Given the product [Br:24][C:25]1[CH:26]=[C:27]([C:31]2([C:38]3[CH:39]=[CH:40][C:41]([O:44][CH3:45])=[CH:42][CH:43]=3)[C:35]3=[N:21][CH2:20][CH:19]([S:16]([CH3:15])(=[O:18])=[O:17])[CH2:22][N:23]3[C:33](=[S:34])[NH:32]2)[CH:28]=[CH:29][CH:30]=1, predict the reactants needed to synthesize it. The reactants are: FC(F)(F)C(O)=O.FC(F)(F)C(O)=O.[CH3:15][S:16]([CH:19]([CH2:22][NH2:23])[CH2:20][NH2:21])(=[O:18])=[O:17].[Br:24][C:25]1[CH:26]=[C:27]([C:31]2([C:38]3[CH:43]=[CH:42][C:41]([O:44][CH3:45])=[CH:40][CH:39]=3)[C:35](=S)[S:34][C:33](=S)[NH:32]2)[CH:28]=[CH:29][CH:30]=1.C(N(CC)CC)C. (4) Given the product [CH2:15]([O:14][C:12]1[NH:11][N:10]=[C:9]([NH:8][C:6]2[C:5]([N+:17]([O-:19])=[O:18])=[CH:4][CH:3]=[C:2]([NH:30][C@H:28]([C:25]3[CH:24]=[CH:23][C:22]([F:21])=[CH:27][N:26]=3)[CH3:29])[N:7]=2)[CH:13]=1)[CH3:16], predict the reactants needed to synthesize it. The reactants are: Cl[C:2]1[N:7]=[C:6]([NH:8][C:9]2[CH:13]=[C:12]([O:14][CH2:15][CH3:16])[NH:11][N:10]=2)[C:5]([N+:17]([O-:19])=[O:18])=[CH:4][CH:3]=1.Cl.[F:21][C:22]1[CH:23]=[CH:24][C:25]([C@@H:28]([NH2:30])[CH3:29])=[N:26][CH:27]=1.C(N(C(C)C)CC)(C)C. (5) Given the product [Cl:25][C:23]1[CH:22]=[CH:21][C:20]([NH:26][C:27]2[C:35]3[C:30](=[CH:31][N:32]=[CH:33][CH:34]=3)[O:29][C:28]=2[C:36]([NH:12][CH2:11][C:7]2[CH:6]=[N:5][CH:10]=[CH:9][CH:8]=2)=[O:37])=[C:19]2[C:24]=1[NH:16][N:17]=[CH:18]2, predict the reactants needed to synthesize it. The reactants are: C[Al](C)C.[N:5]1[CH:10]=[CH:9][CH:8]=[C:7]([CH2:11][NH2:12])[CH:6]=1.C([N:16]1[C:24]2[C:19](=[C:20]([NH:26][C:27]3[C:35]4[C:30](=[CH:31][N:32]=[CH:33][CH:34]=4)[O:29][C:28]=3[C:36](OCC)=[O:37])[CH:21]=[CH:22][C:23]=2[Cl:25])[CH:18]=[N:17]1)(=O)C. (6) Given the product [CH3:24][N:20]1[CH:19]=[C:18]2[C:22]([CH:23]=[C:15]([NH:14][C:12]([C:11]3[CH:25]=[CH:26][CH:27]=[CH:28][C:10]=3[NH:9][CH2:8][C:6]3[CH:5]=[CH:4][N:3]=[C:2]([NH:85][C:83]([N:80]4[CH2:81][CH2:82][CH:78]([OH:77])[CH2:79]4)=[O:84])[CH:7]=3)=[O:13])[CH:16]=[CH:17]2)=[N:21]1, predict the reactants needed to synthesize it. The reactants are: Br[C:2]1[CH:7]=[C:6]([CH2:8][NH:9][C:10]2[CH:28]=[CH:27][CH:26]=[CH:25][C:11]=2[C:12]([NH:14][C:15]2[CH:16]=[CH:17][C:18]3[C:22]([CH:23]=2)=[N:21][N:20]([CH3:24])[CH:19]=3)=[O:13])[CH:5]=[CH:4][N:3]=1.CC1(C)C2C(=C(P(C3C=CC=CC=3)C3C=CC=CC=3)C=CC=2)OC2C(P(C3C=CC=CC=3)C3C=CC=CC=3)=CC=CC1=2.C(=O)([O-])[O-].[Cs+].[Cs+].[OH:77][CH:78]1[CH2:82][CH2:81][N:80]([C:83]([NH2:85])=[O:84])[CH2:79]1. (7) Given the product [O:28]1[CH2:29][CH2:30][N:25]([CH2:2][CH2:3][CH2:4][N:5]2[C:14]3[C:9](=[CH:10][C:11]([N+:15]([O-:17])=[O:16])=[CH:12][CH:13]=3)[CH2:8][CH2:7][C:6]2=[O:18])[CH2:26][CH2:27]1, predict the reactants needed to synthesize it. The reactants are: Cl[CH2:2][CH2:3][CH2:4][N:5]1[C:14]2[C:9](=[CH:10][C:11]([N+:15]([O-:17])=[O:16])=[CH:12][CH:13]=2)[CH2:8][CH2:7][C:6]1=[O:18].C(=O)([O-])[O-].[K+].[K+].[NH:25]1[CH2:30][CH2:29][O:28][CH2:27][CH2:26]1. (8) Given the product [F:37][C:38]([F:57])([F:56])[S:39]([O:28][C:20]1[C@:21]2([CH2:23][CH2:24][C@H:25]3[C:16](=[CH:15][CH:14]=[C:13]4[C@:26]3([CH3:27])[C@@H:9]([O:8][Si:1]([C:4]([CH3:7])([CH3:6])[CH3:5])([CH3:3])[CH3:2])[CH2:10][C@H:11]([O:29][Si:30]([C:33]([CH3:36])([CH3:35])[CH3:34])([CH3:31])[CH3:32])[CH2:12]4)[C@@H:17]2[CH2:18][CH:19]=1)[CH3:22])(=[O:41])=[O:40], predict the reactants needed to synthesize it. The reactants are: [Si:1]([O:8][C@@H:9]1[C@@:26]2([CH3:27])[C:13](=[CH:14][CH:15]=[C:16]3[C@@H:25]2[CH2:24][CH2:23][C@@:21]2([CH3:22])[C@H:17]3[CH2:18][CH2:19][C:20]2=[O:28])[CH2:12][C@@H:11]([O:29][Si:30]([C:33]([CH3:36])([CH3:35])[CH3:34])([CH3:32])[CH3:31])[CH2:10]1)([C:4]([CH3:7])([CH3:6])[CH3:5])([CH3:3])[CH3:2].[F:37][C:38]([F:57])([F:56])[S:39](N(C1C=CC=CN=1)[S:39]([C:38]([F:57])([F:56])[F:37])(=[O:41])=[O:40])(=[O:41])=[O:40].C[Si]([N-][Si](C)(C)C)(C)C.[Na+].C(=O)(O)[O-].[Na+].